Dataset: Forward reaction prediction with 1.9M reactions from USPTO patents (1976-2016). Task: Predict the product of the given reaction. (1) The product is: [Cl:1][C:2]1[CH:18]=[CH:17][C:5]2[CH2:6][CH2:7][N:8]([C:11](=[O:16])[C:12]([F:15])([F:14])[F:13])[CH2:9][CH2:10][C:4]=2[C:3]=1[NH:27][CH2:28][C:29]1[CH:34]=[CH:33][C:32]([O:35][CH:36]2[CH2:37][CH2:38][CH2:39][CH2:40][CH2:41]2)=[CH:31][N:30]=1. Given the reactants [Cl:1][C:2]1[CH:18]=[CH:17][C:5]2[CH2:6][CH2:7][N:8]([C:11](=[O:16])[C:12]([F:15])([F:14])[F:13])[CH2:9][CH2:10][C:4]=2[C:3]=1OS(C(F)(F)F)(=O)=O.[NH2:27][CH2:28][C:29]1[CH:34]=[CH:33][C:32]([O:35][CH:36]2[CH2:41][CH2:40][CH2:39][CH2:38][CH2:37]2)=[CH:31][N:30]=1, predict the reaction product. (2) Given the reactants FC(F)(F)C(O)=O.[CH:8]1([CH2:11][CH2:12][O:13][C:14]2[NH:15][C:16]([NH2:25])=[C:17]3[C:21]([N:22]=2)=[N:20][C:19]([O:23][CH3:24])=[N:18]3)[CH2:10][CH2:9]1.Br[CH2:27][CH2:28][CH2:29][CH:30]1[CH2:34][CH2:33][CH2:32][O:31]1, predict the reaction product. The product is: [CH:8]1([CH2:11][CH2:12][O:13][C:14]2[N:22]=[C:21]3[C:17]([N:18]=[C:19]([O:23][CH3:24])[N:20]3[CH2:27][CH2:28][CH2:29][CH:30]3[CH2:34][CH2:33][CH2:32][O:31]3)=[C:16]([NH2:25])[N:15]=2)[CH2:10][CH2:9]1. (3) Given the reactants F[C:2]1[C:7]([CH:8]2[CH2:13][CH2:12][N:11]([CH3:14])[C:10](=[O:15])[CH2:9]2)=[CH:6][CH:5]=[CH:4][N:3]=1.[N:16]1[CH:21]=[CH:20][CH:19]=[CH:18][C:17]=1[NH:22][C:23]1[CH:28]=[CH:27][C:26]([OH:29])=[CH:25][CH:24]=1.C(=O)([O-])[O-].[Cs+].[Cs+].CN1CCCC1=O, predict the reaction product. The product is: [CH3:14][N:11]1[CH2:12][CH2:13][CH:8]([C:7]2[C:2]([O:29][C:26]3[CH:25]=[CH:24][C:23]([NH:22][C:17]4[CH:18]=[CH:19][CH:20]=[CH:21][N:16]=4)=[CH:28][CH:27]=3)=[N:3][CH:4]=[CH:5][CH:6]=2)[CH2:9][C:10]1=[O:15]. (4) Given the reactants [N:1]([C@H:4]([C:6]1[CH:11]=[CH:10][CH:9]=[C:8]([N+:12]([O-:14])=[O:13])[CH:7]=1)[CH3:5])=[N+]=[N-].C1(P(C2C=CC=CC=2)C2C=CC=CC=2)C=CC=CC=1, predict the reaction product. The product is: [N+:12]([C:8]1[CH:7]=[C:6]([C@@H:4]([NH2:1])[CH3:5])[CH:11]=[CH:10][CH:9]=1)([O-:14])=[O:13].